This data is from Forward reaction prediction with 1.9M reactions from USPTO patents (1976-2016). The task is: Predict the product of the given reaction. The product is: [O:21]=[C:22]1[N:28]([CH:29]2[CH2:34][CH2:33][N:32]([C:35]([O:37][C@H:38]([CH2:39][C:40]3[CH:45]=[C:44]([C:46]([F:49])([F:47])[F:48])[C:43]([NH2:50])=[C:42]([Cl:51])[CH:41]=3)[C:52]([N:17]3[CH2:16][CH2:15][N:14]([CH:9]4[CH2:10][CH:11]5[N:6]([CH2:5][C:4]([O:3][CH2:1][CH3:2])=[O:20])[CH:7]([CH2:13][CH2:12]5)[CH2:8]4)[CH2:19][CH2:18]3)=[O:53])=[O:36])[CH2:31][CH2:30]2)[CH2:27][CH2:26][C:25]2[CH:55]=[CH:56][CH:57]=[CH:58][C:24]=2[NH:23]1. Given the reactants [CH2:1]([O:3][C:4](=[O:20])[CH2:5][N:6]1[CH:11]2[CH2:12][CH2:13][CH:7]1[CH2:8][CH:9]([N:14]1[CH2:19][CH2:18][NH:17][CH2:16][CH2:15]1)[CH2:10]2)[CH3:2].[O:21]=[C:22]1[N:28]([CH:29]2[CH2:34][CH2:33][N:32]([C:35]([O:37][C@@H:38]([C:52](O)=[O:53])[CH2:39][C:40]3[CH:45]=[C:44]([C:46]([F:49])([F:48])[F:47])[C:43]([NH2:50])=[C:42]([Cl:51])[CH:41]=3)=[O:36])[CH2:31][CH2:30]2)[CH2:27][CH2:26][C:25]2[CH:55]=[CH:56][CH:57]=[CH:58][C:24]=2[NH:23]1.CN(C(ON1N=NC2C=CC=CC1=2)=[N+](C)C)C.[B-](F)(F)(F)F.C(N(CC)CC)C, predict the reaction product.